From a dataset of Catalyst prediction with 721,799 reactions and 888 catalyst types from USPTO. Predict which catalyst facilitates the given reaction. (1) Reactant: [Br:1][C:2]1[S:12][C:5]2[N:6]=[C:7]([CH3:11])[CH:8]=[C:9]([NH2:10])[C:4]=2[C:3]=1[C:13]1[CH:18]=[CH:17][CH:16]=[C:15]([Br:19])[CH:14]=1.CC(C)([O-])C.[Na+].[C:26]1([S:32](Cl)(=[O:34])=[O:33])[CH:31]=[CH:30][CH:29]=[CH:28][CH:27]=1. Product: [Br:1][C:2]1[S:12][C:5]2=[N:6][C:7]([CH3:11])=[CH:8][C:9]([NH:10][S:32]([C:26]3[CH:31]=[CH:30][CH:29]=[CH:28][CH:27]=3)(=[O:34])=[O:33])=[C:4]2[C:3]=1[C:13]1[CH:18]=[CH:17][CH:16]=[C:15]([Br:19])[CH:14]=1. The catalyst class is: 118. (2) Reactant: [CH3:1][O:2][C:3]([C:5]1[CH:6]=[C:7]([CH:11]=[CH:12][CH:13]=1)[C:8]([OH:10])=O)=[O:4].ON1C2C=CC=CC=2N=N1.Cl.C(N=C=NCCCN(C)C)C.[CH3:36][CH:37]([CH3:46])[C:38]([N:40]1[CH2:45][CH2:44][NH:43][CH2:42][CH2:41]1)=[O:39]. Product: [C:38]([N:40]1[CH2:45][CH2:44][N:43]([C:8]([C:7]2[CH:6]=[C:5]([CH:13]=[CH:12][CH:11]=2)[C:3]([O:2][CH3:1])=[O:4])=[O:10])[CH2:42][CH2:41]1)(=[O:39])[CH:37]([CH3:46])[CH3:36]. The catalyst class is: 884.